This data is from Reaction yield outcomes from USPTO patents with 853,638 reactions. The task is: Predict the reaction yield, written as a fraction of the theoretical maximum amount of product (1.0 means a 100% yield; for example, 0.34 means a 34% yield). (1) The reactants are [C:1]([CH:5]1[CH2:10][CH2:9][CH:8]([O:11][C:12]2[CH:13]=[C:14]3[C:18](=[CH:19][CH:20]=2)[NH:17][CH2:16][CH2:15]3)[CH2:7][CH2:6]1)([CH3:4])([CH3:3])[CH3:2].C(N(CC)CC)C.[Cl:28][CH2:29][C:30](Cl)=[O:31]. The catalyst is ClCCl. The product is [C:1]([C@H:5]1[CH2:10][CH2:9][C@H:8]([O:11][C:12]2[CH:13]=[C:14]3[C:18](=[CH:19][CH:20]=2)[N:17]([C:30](=[O:31])[CH2:29][Cl:28])[CH2:16][CH2:15]3)[CH2:7][CH2:6]1)([CH3:4])([CH3:2])[CH3:3]. The yield is 0.520. (2) The reactants are C([Cl:4])(C)=O.[NH2:5][C:6]1[NH:10][N:9]=[C:8]([NH:11][C:12]2[CH:17]=[C:16]([C:18]([F:21])([F:20])[F:19])[C:15]([C:22]3[CH:27]=[CH:26][C:25]([S:28]([CH:31]4[CH2:36][CH2:35][N:34](C(OC(C)(C)C)=O)[CH2:33][CH2:32]4)(=[O:30])=[O:29])=[CH:24][CH:23]=3)=[C:14]([Cl:44])[CH:13]=2)[N:7]=1. The catalyst is CO. The product is [ClH:4].[Cl:44][C:14]1[CH:13]=[C:12]([NH:11][C:8]2[N:7]=[C:6]([NH2:5])[NH:10][N:9]=2)[CH:17]=[C:16]([C:18]([F:21])([F:20])[F:19])[C:15]=1[C:22]1[CH:23]=[CH:24][C:25]([S:28]([CH:31]2[CH2:36][CH2:35][NH:34][CH2:33][CH2:32]2)(=[O:30])=[O:29])=[CH:26][CH:27]=1. The yield is 0.930. (3) The reactants are [CH3:1][O:2][C:3]([C:5]1([C:8]2[CH:13]=[CH:12][C:11]([O:14][CH3:15])=[CH:10][CH:9]=2)[CH2:7][CH2:6]1)=[O:4].[N+:16]([O-])([OH:18])=[O:17].Cl. The catalyst is CC(OC(C)=O)=O.CC(O)=O. The product is [CH3:1][O:2][C:3]([C:5]1([C:8]2[CH:9]=[CH:10][C:11]([O:14][CH3:15])=[C:12]([N+:16]([O-:18])=[O:17])[CH:13]=2)[CH2:6][CH2:7]1)=[O:4]. The yield is 0.980. (4) The reactants are [CH2:1]([O:8][C:9](=[O:25])[CH:10]([NH:16][C:17](=[O:24])[C:18]1[CH:23]=[CH:22][CH:21]=[CH:20][CH:19]=1)[C:11](=O)[CH:12]([CH3:14])[CH3:13])[C:2]1[CH:7]=[CH:6][CH:5]=[CH:4][CH:3]=1.C1(P(C2C=CC=CC=2)C2C=CC=CC=2)C=CC=CC=1.II.C(N(CC)CC)C. The catalyst is O1CCCC1. The product is [CH2:1]([O:8][C:9]([C:10]1[N:16]=[C:17]([C:18]2[CH:23]=[CH:22][CH:21]=[CH:20][CH:19]=2)[O:24][C:11]=1[CH:12]([CH3:14])[CH3:13])=[O:25])[C:2]1[CH:7]=[CH:6][CH:5]=[CH:4][CH:3]=1. The yield is 0.820.